From a dataset of Full USPTO retrosynthesis dataset with 1.9M reactions from patents (1976-2016). Predict the reactants needed to synthesize the given product. Given the product [Cl:10][C:11]1[CH:12]=[CH:13][C:14]([NH:19][C:18]([C:20]2[C:29]3[C:24](=[CH:25][CH:26]=[CH:27][CH:28]=3)[CH:23]=[CH:22][CH:21]=2)=[O:17])=[C:15]([C:16]([NH:32][CH2:33][CH2:34][CH:35]2[CH2:40][CH2:39][O:38][CH2:37][CH2:36]2)=[O:30])[CH:31]=1, predict the reactants needed to synthesize it. The reactants are: C(N(C(C)C)CC)(C)C.[Cl:10][C:11]1[CH:12]=[CH:13][C:14]2[N:19]=[C:18]([C:20]3[C:29]4[C:24](=[CH:25][CH:26]=[CH:27][CH:28]=4)[CH:23]=[CH:22][CH:21]=3)[O:17][C:16](=[O:30])[C:15]=2[CH:31]=1.[NH2:32][CH2:33][CH2:34][CH:35]1[CH2:40][CH2:39][O:38][CH2:37][CH2:36]1.